From a dataset of Reaction yield outcomes from USPTO patents with 853,638 reactions. Predict the reaction yield, written as a fraction of the theoretical maximum amount of product (1.0 means a 100% yield; for example, 0.34 means a 34% yield). (1) The reactants are [F:1][C:2]([F:7])([F:6])[C:3]([OH:5])=[O:4].[F:8][C:9]([F:14])([F:13])[C:10]([OH:12])=[O:11].F[C:16](F)(F)[C:17](O)=[O:18].[Cl:22][C:23]1[CH:24]=[N:25][C:26]2[NH:27][C:28]3[CH:29]=[N:30][CH:31]=[C:32]([CH:53]=3)[CH2:33][CH2:34][C:35]3[CH:43]=[C:39]([NH:40][C:41]=1[N:42]=2)[CH:38]=[CH:37][C:36]=3[NH:44][C:45](=[O:52])[CH2:46][CH:47]1[CH2:51][CH2:50][NH:49][CH2:48]1.C(Cl)(=O)C. No catalyst specified. The product is [F:1][C:2]([F:7])([F:6])[C:3]([OH:5])=[O:4].[F:8][C:9]([F:14])([F:13])[C:10]([OH:12])=[O:11].[C:17]([N:49]1[CH2:50][CH2:51][CH:47]([CH2:46][C:45]([NH:44][C:36]2[CH:37]=[CH:38][C:39]3[NH:40][C:41]4[N:42]=[C:26]([NH:27][C:28]5[CH:29]=[N:30][CH:31]=[C:32]([CH:53]=5)[CH2:33][CH2:34][C:35]=2[CH:43]=3)[N:25]=[CH:24][C:23]=4[Cl:22])=[O:52])[CH2:48]1)(=[O:18])[CH3:16]. The yield is 0.390. (2) The reactants are [CH2:1](Br)[C:2]([C:4]1[CH:9]=[CH:8][CH:7]=[CH:6][CH:5]=1)=[O:3].[CH:11]1[C:20]2[C:15](=[CH:16][CH:17]=[CH:18][CH:19]=2)[CH2:14][CH2:13][C:12]=1N1CCCC1.[OH2:26]. The catalyst is C1(C)C=CC=CC=1. The product is [O:3]=[C:2]([C:4]1[CH:9]=[CH:8][CH:7]=[CH:6][CH:5]=1)[CH2:1][CH:11]1[C:20]2[C:15](=[CH:16][CH:17]=[CH:18][CH:19]=2)[CH2:14][CH2:13][C:12]1=[O:26]. The yield is 0.700. (3) The reactants are [F:1][C:2]1[C:19]([F:20])=[CH:18][CH:17]=[CH:16][C:3]=1[CH2:4][C:5]1[C:6](=[O:15])[NH:7][C:8]([CH2:12][CH2:13][CH3:14])=[N:9][C:10]=1[CH3:11].Br[CH2:22][C:23]1[CH:28]=[CH:27][C:26]([C:29]2[CH:34]=[CH:33][CH:32]=[CH:31][C:30]=2[C:35]2[N:39]=[C:38](C(Cl)(Cl)Cl)[O:37][N:36]=2)=[CH:25][CH:24]=1.C(=O)([O-])[O-:45].[Cs+].[Cs+]. The catalyst is CN(C)C=O.C(OCC)(=O)C. The product is [F:1][C:2]1[C:19]([F:20])=[CH:18][CH:17]=[CH:16][C:3]=1[CH2:4][C:5]1[C:6](=[O:15])[N:7]([CH2:22][C:23]2[CH:28]=[CH:27][C:26]([C:29]3[CH:34]=[CH:33][CH:32]=[CH:31][C:30]=3[C:35]3[NH:39][C:38](=[O:45])[O:37][N:36]=3)=[CH:25][CH:24]=2)[C:8]([CH2:12][CH2:13][CH3:14])=[N:9][C:10]=1[CH3:11]. The yield is 0.200. (4) The reactants are [Br:1][C:2]1[CH:3]=[CH:4][C:5]([O:11][CH3:12])=[C:6]([C:8](=O)[CH3:9])[CH:7]=1.[C:13]1([NH:19]N)[CH:18]=[CH:17][CH:16]=[CH:15][CH:14]=1. The catalyst is O. The product is [Br:1][C:2]1[CH:3]=[CH:4][C:5]([O:11][CH3:12])=[C:6]([C:8]2[NH:19][C:13]3[C:18]([CH:9]=2)=[CH:17][CH:16]=[CH:15][CH:14]=3)[CH:7]=1. The yield is 0.710. (5) The reactants are [F:1][CH:2]([F:37])[C:3]1[CH:8]=[CH:7][CH:6]=[CH:5][C:4]=1[C:9]1[NH:13][C:12]2[CH:14]=[C:15]([F:36])[CH:16]=[C:17]([C:18]([NH:20][C:21]3[CH:26]=[CH:25][CH:24]=[C:23]([O:27][CH2:28][C@H:29]4[CH2:33][O:32]C(C)(C)[O:30]4)[CH:22]=3)=[O:19])[C:11]=2[N:10]=1. The catalyst is Cl.CO. The product is [F:37][CH:2]([F:1])[C:3]1[CH:8]=[CH:7][CH:6]=[CH:5][C:4]=1[C:9]1[NH:13][C:12]2[CH:14]=[C:15]([F:36])[CH:16]=[C:17]([C:18]([NH:20][C:21]3[CH:26]=[CH:25][CH:24]=[C:23]([O:27][CH2:28][C@H:29]([OH:30])[CH2:33][OH:32])[CH:22]=3)=[O:19])[C:11]=2[N:10]=1. The yield is 0.870. (6) The reactants are [CH3:1][O:2][C:3]1[C:4]([CH2:11][CH2:12][C:13]2[CH:17]=[CH:16][S:15][CH:14]=2)=[C:5]([CH2:9]O)[CH:6]=[CH:7][CH:8]=1.P(Br)(Br)[Br:19]. The catalyst is C1COCC1.CCOC(C)=O. The product is [Br:19][CH2:9][C:5]1[CH:6]=[CH:7][CH:8]=[C:3]([O:2][CH3:1])[C:4]=1[CH2:11][CH2:12][C:13]1[CH:17]=[CH:16][S:15][CH:14]=1. The yield is 0.990. (7) The reactants are [Li+].[OH-].[NH2:3][C@H:4]([C:12]([O:14][C:15]([CH3:18])([CH3:17])[CH3:16])=[O:13])[CH2:5][C:6]1[CH:11]=[CH:10][CH:9]=[CH:8][CH:7]=1.[CH2:19](Br)[C:20]#[CH:21]. The catalyst is CN(C=O)C.C1(C)C=CC=CC=1. The product is [C:15]([O:14][C:12](=[O:13])[C@H:4]([CH2:5][C:6]1[CH:11]=[CH:10][CH:9]=[CH:8][CH:7]=1)[NH:3][CH2:21][C:20]#[CH:19])([CH3:18])([CH3:17])[CH3:16]. The yield is 0.830. (8) The reactants are Cl.Cl.[CH3:3][O:4][C:5]1[N:10]=[CH:9][C:8]([N:11]2[CH2:26][CH2:25][C:14]3[N:15]=[CH:16][N:17]=[C:18]([O:19][C@H:20]4[CH2:24][CH2:23][NH:22][CH2:21]4)[C:13]=3[CH2:12]2)=[CH:7][C:6]=1[C:27]([F:30])([F:29])[F:28].C(N(CC)CC)C.Cl.[CH3:39][N:40]1[CH2:45][CH2:44][N:43]([C:46](Cl)=[O:47])[CH2:42][CH2:41]1. The catalyst is C(Cl)Cl. The product is [CH3:3][O:4][C:5]1[N:10]=[CH:9][C:8]([N:11]2[CH2:26][CH2:25][C:14]3[N:15]=[CH:16][N:17]=[C:18]([O:19][C@H:20]4[CH2:24][CH2:23][N:22]([C:46]([N:43]5[CH2:44][CH2:45][N:40]([CH3:39])[CH2:41][CH2:42]5)=[O:47])[CH2:21]4)[C:13]=3[CH2:12]2)=[CH:7][C:6]=1[C:27]([F:30])([F:28])[F:29]. The yield is 0.580. (9) The reactants are [CH2:1]([NH:3][C:4]([NH:6][C:7]1[S:8][C:9]2[C:15](=[O:16])[CH2:14][CH2:13][CH2:12][C:10]=2[N:11]=1)=[O:5])[CH3:2].C=O.CN.[CH3:21][N:22]1[CH2:27]COC[CH2:23]1. The product is [CH2:1]([N:3]1[CH2:23][N:22]([CH3:27])[CH2:21][N:6]([C:7]2[S:8][C:9]3[C:15](=[O:16])[CH2:14][CH2:13][CH2:12][C:10]=3[N:11]=2)[C:4]1=[O:5])[CH3:2]. The yield is 1.00. The catalyst is CCO.O.